From a dataset of Full USPTO retrosynthesis dataset with 1.9M reactions from patents (1976-2016). Predict the reactants needed to synthesize the given product. (1) Given the product [NH2:39][CH2:38][CH2:37][NH:40][C:27]([C:23]1[CH:22]=[C:21]([C:20]2[N:12]([CH2:11][C:5]3[C:4]4[C:8](=[CH:9][CH:10]=[C:2]([Cl:1])[CH:3]=4)[NH:7][CH:6]=3)[N:13]=[C:14]3[C:19]=2[C:18](=[O:30])[N:17]([CH3:31])[C:16](=[O:32])[N:15]3[CH2:33][CH:34]([CH3:35])[CH3:36])[N:25]([CH3:26])[CH:24]=1)=[O:29], predict the reactants needed to synthesize it. The reactants are: [Cl:1][C:2]1[CH:3]=[C:4]2[C:8](=[CH:9][CH:10]=1)[NH:7][CH:6]=[C:5]2[CH2:11][N:12]1[C:20]([C:21]2[N:25]([CH3:26])[CH:24]=[C:23]([C:27]([OH:29])=O)[CH:22]=2)=[C:19]2[C:14]([N:15]([CH2:33][CH:34]([CH3:36])[CH3:35])[C:16](=[O:32])[N:17]([CH3:31])[C:18]2=[O:30])=[N:13]1.[CH2:37]([NH2:40])[CH2:38][NH2:39].C(P(=O)(OCC)OCC)#N. (2) Given the product [NH:8]1[CH2:14][CH2:13][CH2:12][CH:11]([NH:15][CH2:16][CH2:17][CH2:18][CH2:19][OH:20])[CH2:10][CH2:9]1, predict the reactants needed to synthesize it. The reactants are: C(OC([N:8]1[CH2:14][CH2:13][CH2:12][CH:11]([NH:15][CH2:16][CH2:17][CH2:18][CH2:19][OH:20])[CH2:10][CH2:9]1)=O)(C)(C)C.Cl.